From a dataset of Full USPTO retrosynthesis dataset with 1.9M reactions from patents (1976-2016). Predict the reactants needed to synthesize the given product. (1) Given the product [Cl:31][C:32]1[CH:33]=[C:34]([NH:35][C:26]([NH:25][C:23](=[O:24])[CH:22]([CH3:21])[CH2:28][CH2:29][CH3:30])=[S:27])[CH:36]=[CH:37][C:38]=1[O:39][C:40]1[C:49]2[C:44](=[CH:45][C:46]([O:52][CH3:53])=[C:47]([O:50][CH3:51])[CH:48]=2)[N:43]=[CH:42][CH:41]=1, predict the reactants needed to synthesize it. The reactants are: S(Cl)(Cl)=O.CC(CCC)C(O)=O.CC(CCC)C(Cl)=O.[CH3:21][CH:22]([CH2:28][CH2:29][CH3:30])[C:23]([N:25]=[C:26]=[S:27])=[O:24].[Cl:31][C:32]1[CH:33]=[C:34]([CH:36]=[CH:37][C:38]=1[O:39][C:40]1[C:49]2[C:44](=[CH:45][C:46]([O:52][CH3:53])=[C:47]([O:50][CH3:51])[CH:48]=2)[N:43]=[CH:42][CH:41]=1)[NH2:35]. (2) Given the product [Br:1][C:2]1[CH:7]=[CH:6][C:5]([NH:8][C:9]2[N:10]([CH3:26])[C:11](=[O:25])[C:12]([CH3:24])=[CH:13][C:14]=2[C:15]([NH:17][O:18][CH2:19][CH2:20][OH:21])=[O:16])=[C:4]([F:27])[CH:3]=1, predict the reactants needed to synthesize it. The reactants are: [Br:1][C:2]1[CH:7]=[CH:6][C:5]([NH:8][C:9]2[N:10]([CH3:26])[C:11](=[O:25])[C:12]([CH3:24])=[CH:13][C:14]=2[C:15]([NH:17][O:18][CH2:19][CH2:20][O:21]C=C)=[O:16])=[C:4]([F:27])[CH:3]=1.Cl.[OH-].[Na+]. (3) Given the product [CH:17]1([CH2:16][N:7]2[C:6](=[O:20])[CH:5]=[C:4]([CH:1]([OH:3])[CH3:2])[C:9]([C:10]3[CH:11]=[CH:12][CH:13]=[CH:14][CH:15]=3)=[N:8]2)[CH2:19][CH2:18]1, predict the reactants needed to synthesize it. The reactants are: [C:1]([C:4]1[C:9]([C:10]2[CH:15]=[CH:14][CH:13]=[CH:12][CH:11]=2)=[N:8][N:7]([CH2:16][CH:17]2[CH2:19][CH2:18]2)[C:6](=[O:20])[CH:5]=1)(=[O:3])[CH3:2]. (4) Given the product [ClH:26].[NH2:17][CH:9]([C:8]1[C:3]([O:2][CH3:1])=[N:4][CH:5]=[N:6][C:7]=1[O:24][CH3:25])[CH2:10][CH2:11][CH2:12][C:13]([O:15][CH3:16])=[O:14], predict the reactants needed to synthesize it. The reactants are: [CH3:1][O:2][C:3]1[C:8]([CH:9]([NH:17]S(C(C)(C)C)=O)[CH2:10][CH2:11][CH2:12][C:13]([O:15][CH3:16])=[O:14])=[C:7]([O:24][CH3:25])[N:6]=[CH:5][N:4]=1.[ClH:26].O1CCOCC1. (5) Given the product [ClH:36].[ClH:36].[CH3:1][C:2]1[N:3]=[C:4]([NH:7][C:8]2[CH:13]=[C:12]([O:14][C:15]3[CH:23]=[CH:22][CH:21]=[CH:20][C:16]=3[C:17]([NH:37][CH2:38][CH2:39][CH2:40][N:41]3[CH2:46][CH2:45][O:44][CH2:43][CH2:42]3)=[O:19])[CH:11]=[CH:10][N:9]=2)[S:5][CH:6]=1, predict the reactants needed to synthesize it. The reactants are: [CH3:1][C:2]1[N:3]=[C:4]([NH:7][C:8]2[CH:13]=[C:12]([O:14][C:15]3[CH:23]=[CH:22][CH:21]=[CH:20][C:16]=3[C:17]([OH:19])=O)[CH:11]=[CH:10][N:9]=2)[S:5][CH:6]=1.C(N(CC)CC)C.C([Cl:36])(=O)OCC.[NH2:37][CH2:38][CH2:39][CH2:40][N:41]1[CH2:46][CH2:45][O:44][CH2:43][CH2:42]1. (6) Given the product [C:14]([C:15]1[CH:20]=[CH:19][CH:18]=[CH:17][CH:16]=1)(=[O:21])[C:4]1[CH:5]=[CH:6][CH:7]=[CH:8][CH:9]=1, predict the reactants needed to synthesize it. The reactants are: BrCS[C:4]1[CH:5]=[CH:6][CH:7]=[CH:8][CH:9]=1.[Cl-].[Al+3].[Cl-].[Cl-].[C:14](Cl)(=[O:21])[C:15]1[CH:20]=[CH:19][CH:18]=[CH:17][CH:16]=1.